This data is from Full USPTO retrosynthesis dataset with 1.9M reactions from patents (1976-2016). The task is: Predict the reactants needed to synthesize the given product. (1) Given the product [CH2:28]([N:19]1[C:20]2[C:21](=[N:22][CH:23]=[CH:24][CH:25]=2)[N:17]([C:13]2[CH:12]=[C:11]3[C:16](=[CH:15][CH:14]=2)[N:8]([C:5]2[CH:4]=[CH:3][C:2]([CH3:1])=[CH:7][N:6]=2)[N:9]=[CH:10]3)[C:18]1=[O:26])[CH3:29], predict the reactants needed to synthesize it. The reactants are: [CH3:1][C:2]1[CH:3]=[CH:4][C:5]([N:8]2[C:16]3[C:11](=[CH:12][C:13]([N:17]4[C:21]5=[N:22][CH:23]=[CH:24][CH:25]=[C:20]5[NH:19][C:18]4=[O:26])=[CH:14][CH:15]=3)[CH:10]=[N:9]2)=[N:6][CH:7]=1.I[CH2:28][CH3:29].O. (2) Given the product [CH3:20][N:13]1[C:12]([N:7]2[CH2:6][CH:5]3[O:11][CH:9]([CH2:10][CH:4]3[NH:1][C:32](=[O:33])[O:34][C:35]([CH3:38])([CH3:37])[CH3:36])[CH2:8]2)=[C:16]([N+:17]([O-:19])=[O:18])[CH:15]=[N:14]1, predict the reactants needed to synthesize it. The reactants are: [N:1]([CH:4]1[CH2:10][CH:9]2[O:11][CH:5]1[CH2:6][N:7]([C:12]1[N:13]([CH3:20])[N:14]=[CH:15][C:16]=1[N+:17]([O-:19])=[O:18])[CH2:8]2)=[N+]=[N-].CP(C)C.C(N(CC)CC)C.[C:32](O[C:32]([O:34][C:35]([CH3:38])([CH3:37])[CH3:36])=[O:33])([O:34][C:35]([CH3:38])([CH3:37])[CH3:36])=[O:33]. (3) Given the product [CH:38]1([C:36]([NH:35][C:33]2[N:34]=[C:29]3[CH:28]=[CH:27][C:26]([O:25][C:24]4[CH:23]=[C:22]([NH:21][C:7]([C:6]5[N:2]([CH3:1])[N:3]=[CH:4][CH:5]=5)=[O:9])[CH:43]=[CH:42][CH:41]=4)=[CH:31][N:30]3[N:32]=2)=[O:37])[CH2:39][CH2:40]1, predict the reactants needed to synthesize it. The reactants are: [CH3:1][N:2]1[C:6]([C:7]([OH:9])=O)=[CH:5][CH:4]=[N:3]1.O1CCCC1.C(Cl)(=O)C(Cl)=O.[NH2:21][C:22]1[CH:23]=[C:24]([CH:41]=[CH:42][CH:43]=1)[O:25][C:26]1[CH:27]=[CH:28][C:29]2[N:30]([N:32]=[C:33]([NH:35][C:36]([CH:38]3[CH2:40][CH2:39]3)=[O:37])[N:34]=2)[CH:31]=1. (4) Given the product [Cl:16][C:15]1[CH:14]=[C:13]2[C:4](=[CH:3][C:2]=1[Cl:1])[CH:5]=[N:6][CH:7]=[CH:8]2, predict the reactants needed to synthesize it. The reactants are: [Cl:1][C:2]1[CH:3]=[C:4]([CH:13]=[CH:14][C:15]=1[Cl:16])[CH:5]=[N:6][CH2:7][CH:8](OC)OC.ClC1C(Cl)=CC=C2C=1C=CN=C2. (5) Given the product [Br:1][C:2]1[C:10]2[C:9]([NH:11][C:12]3[CH:13]=[C:14]4[C:18](=[CH:19][CH:20]=3)[NH:17][N:16]=[CH:15]4)=[N:8][CH:7]=[N:6][C:5]=2[NH:4][C:3]=1[C:21]([N:26]1[CH2:27][CH2:28][O:29][CH2:30][C@H:25]1[CH3:24])=[O:22], predict the reactants needed to synthesize it. The reactants are: [Br:1][C:2]1[C:10]2[C:9]([NH:11][C:12]3[CH:13]=[C:14]4[C:18](=[CH:19][CH:20]=3)[NH:17][N:16]=[CH:15]4)=[N:8][CH:7]=[N:6][C:5]=2[NH:4][C:3]=1[C:21](O)=[O:22].[CH3:24][C@@H:25]1[CH2:30][O:29][CH2:28][CH2:27][NH:26]1. (6) Given the product [O:35]=[S:31]1(=[O:34])[CH2:32][CH2:33][N:28]([CH2:27][C:26]2[C:36]([F:49])=[CH:37][C:38]([C:2]3[C:10]4[O:9][C:8]([NH:11][C:12]5[CH:22]=[CH:21][C:15]([C:16]([N:18]([CH3:20])[CH3:19])=[O:17])=[C:14]([CH3:23])[CH:13]=5)=[N:7][C:6]=4[CH:5]=[CH:4][CH:3]=3)=[CH:39][C:25]=2[F:24])[CH2:29][CH2:30]1, predict the reactants needed to synthesize it. The reactants are: Br[C:2]1[C:10]2[O:9][C:8]([NH:11][C:12]3[CH:22]=[CH:21][C:15]([C:16]([N:18]([CH3:20])[CH3:19])=[O:17])=[C:14]([CH3:23])[CH:13]=3)=[N:7][C:6]=2[CH:5]=[CH:4][CH:3]=1.[F:24][C:25]1[CH:39]=[C:38](B2OC(C)(C)C(C)(C)O2)[CH:37]=[C:36]([F:49])[C:26]=1[CH2:27][N:28]1[CH2:33][CH2:32][S:31](=[O:35])(=[O:34])[CH2:30][CH2:29]1.[O-]P([O-])([O-])=O.[K+].[K+].[K+].O. (7) Given the product [F:12][C:2]([F:11])([F:1])[S:3]([C:4]1[CH:5]=[CH:6][C:7]([OH:10])=[CH:8][CH:9]=1)(=[O:19])=[O:15], predict the reactants needed to synthesize it. The reactants are: [F:1][C:2]([F:12])([F:11])[S:3][C:4]1[CH:9]=[CH:8][C:7]([OH:10])=[CH:6][CH:5]=1.OO.[OH-:15].[Na+].C(O)(=[O:19])C.